From a dataset of Full USPTO retrosynthesis dataset with 1.9M reactions from patents (1976-2016). Predict the reactants needed to synthesize the given product. (1) Given the product [C:27]([C:26]1[CH:25]=[C:24]([NH:23][C:18](=[O:20])[C:17]2[CH:16]=[CH:15][C:14]([S:11]([N:1]3[C:10]4[C:5](=[CH:6][CH:7]=[CH:8][CH:9]=4)[CH2:4][CH2:3][CH2:2]3)(=[O:13])=[O:12])=[CH:22][CH:21]=2)[CH:31]=[CH:30][CH:29]=1)#[N:28], predict the reactants needed to synthesize it. The reactants are: [N:1]1([S:11]([C:14]2[CH:22]=[CH:21][C:17]([C:18]([OH:20])=O)=[CH:16][CH:15]=2)(=[O:13])=[O:12])[C:10]2[C:5](=[CH:6][CH:7]=[CH:8][CH:9]=2)[CH2:4][CH2:3][CH2:2]1.[NH2:23][C:24]1[CH:25]=[C:26]([CH:29]=[CH:30][CH:31]=1)[C:27]#[N:28]. (2) Given the product [Cl:33][C:30]1[CH:31]=[CH:32][C:27]([NH:26][C:6](=[O:8])[C:5]2[CH:9]=[CH:10][C:11]([Cl:13])=[CH:12][C:4]=2[N+:1]([O-:3])=[O:2])=[N:28][CH:29]=1, predict the reactants needed to synthesize it. The reactants are: [N+:1]([C:4]1[CH:12]=[C:11]([Cl:13])[CH:10]=[CH:9][C:5]=1[C:6]([OH:8])=O)([O-:3])=[O:2].C(Cl)(=O)C(Cl)=O.N1C=CC=CC=1.[NH2:26][C:27]1[CH:32]=[CH:31][C:30]([Cl:33])=[CH:29][N:28]=1. (3) Given the product [CH2:15]([C:21]1[CH:22]=[CH:23][C:24]([O:25][CH2:26][C:27]([OH:29])=[O:28])=[CH:34][CH:35]=1)[CH2:16][CH2:17][CH2:18][CH2:19][CH3:20], predict the reactants needed to synthesize it. The reactants are: C(C1C=CC(OCC(O)=O)=CC=1)CC.[CH2:15]([C:21]1[CH:35]=[CH:34][C:24]([O:25][CH2:26][C:27]([O:29]C(C)(C)C)=[O:28])=[CH:23][CH:22]=1)[CH2:16][CH2:17][CH2:18][CH2:19][CH3:20].